The task is: Predict the reaction yield, written as a fraction of the theoretical maximum amount of product (1.0 means a 100% yield; for example, 0.34 means a 34% yield).. This data is from Reaction yield outcomes from USPTO patents with 853,638 reactions. (1) The reactants are [F:1][C:2]1[C:3]([O:9][CH3:10])=[C:4]([CH:6]=[CH:7][CH:8]=1)[NH2:5].Br.Br[CH:13]([C:15]1[CH:16]=[C:17]([C:32]([N:34]([CH3:36])[CH3:35])=[O:33])[CH:18]=[C:19]2[C:24]=1[O:23][C:22]([N:25]1[CH2:30][CH2:29][O:28][CH2:27][CH2:26]1)=[CH:21][C:20]2=[O:31])[CH3:14]. No catalyst specified. The product is [F:1][C:2]1[C:3]([O:9][CH3:10])=[C:4]([NH:5][CH:13]([C:15]2[CH:16]=[C:17]([C:32]([N:34]([CH3:36])[CH3:35])=[O:33])[CH:18]=[C:19]3[C:24]=2[O:23][C:22]([N:25]2[CH2:30][CH2:29][O:28][CH2:27][CH2:26]2)=[CH:21][C:20]3=[O:31])[CH3:14])[CH:6]=[CH:7][CH:8]=1. The yield is 0.600. (2) The reactants are [N:1]1[CH:6]=[CH:5][CH:4]=[CH:3][C:2]=1[C:7]#[C:8][C:9]1[C:17]2[C:12](=[CH:13][C:14]([NH:18][C:19]3[CH:27]=[CH:26][CH:25]=[CH:24][C:20]=3[C:21](O)=[O:22])=[CH:15][CH:16]=2)[NH:11][N:10]=1.[CH2:28]([NH2:31])[C:29]#[CH:30].C(N(CC)CC)C.CN(C(ON1N=NC2C=CC=NC1=2)=[N+](C)C)C.F[P-](F)(F)(F)(F)F. The catalyst is CN(C=O)C. The product is [CH2:28]([NH:31][C:21](=[O:22])[C:20]1[CH:24]=[CH:25][CH:26]=[CH:27][C:19]=1[NH:18][C:14]1[CH:13]=[C:12]2[C:17]([C:9](/[CH:8]=[CH:7]/[C:2]3[CH:3]=[CH:4][CH:5]=[CH:6][N:1]=3)=[N:10][NH:11]2)=[CH:16][CH:15]=1)[C:29]#[CH:30]. The yield is 0.590. (3) The reactants are C(=O)([O-])[O-].[K+].[K+].[Cl:7][C:8]1[CH:15]=[C:14]([OH:16])[CH:13]=[CH:12][C:9]=1[C:10]#[N:11].[CH2:17](Br)[C:18]1[CH:23]=[CH:22][CH:21]=[CH:20][CH:19]=1. The catalyst is C(#N)C. The product is [CH2:17]([O:16][C:14]1[CH:13]=[CH:12][C:9]([C:10]#[N:11])=[C:8]([Cl:7])[CH:15]=1)[C:18]1[CH:23]=[CH:22][CH:21]=[CH:20][CH:19]=1. The yield is 0.990. (4) The reactants are [NH2:1][C:2]1[CH:3]=[C:4]([CH:9]=[C:10]([CH2:12][CH2:13][CH3:14])[CH:11]=1)[C:5]([O:7][CH3:8])=[O:6].N1C=[CH:19][CH:18]=[CH:17][CH:16]=1.C([S:24](Cl)(=[O:26])=[O:25])C=C. The catalyst is C(Cl)Cl.CN(C1C=CN=CC=1)C.CCOC(C)=O. The product is [CH2:16]([S:24]([NH:1][C:2]1[CH:3]=[C:4]([CH:9]=[C:10]([CH2:12][CH2:13][CH3:14])[CH:11]=1)[C:5]([O:7][CH3:8])=[O:6])(=[O:26])=[O:25])[CH2:17][CH:18]=[CH2:19]. The yield is 0.320. (5) The reactants are [CH3:1][O:2][C:3]1[CH:8]=[CH:7][C:6]([NH:9][C:10](=O)[CH2:11][O:12][C:13]2[CH:18]=[CH:17][C:16]([O:19][C:20]3[C:29]4[C:24](=[CH:25][C:26]([O:32][CH3:33])=[C:27]([O:30][CH3:31])[CH:28]=4)[N:23]=[CH:22][CH:21]=3)=[CH:15][CH:14]=2)=[CH:5][CH:4]=1.Cl.[OH-].[Na+]. The catalyst is O1CCCC1. The product is [CH3:31][O:30][C:27]1[CH:28]=[C:29]2[C:24](=[CH:25][C:26]=1[O:32][CH3:33])[N:23]=[CH:22][CH:21]=[C:20]2[O:19][C:16]1[CH:15]=[CH:14][C:13]([O:12][CH2:11][CH2:10][NH:9][C:6]2[CH:5]=[CH:4][C:3]([O:2][CH3:1])=[CH:8][CH:7]=2)=[CH:18][CH:17]=1. The yield is 0.600. (6) The reactants are [Cl:1][C:2]([F:13])([F:12])[C:3]1[N:8]=[CH:7][C:6]([C:9](=[O:11])[CH3:10])=[CH:5][CH:4]=1.[BH4-].[Na+].Cl. The catalyst is CO. The product is [Cl:1][C:2]([F:12])([F:13])[C:3]1[N:8]=[CH:7][C:6]([CH:9]([OH:11])[CH3:10])=[CH:5][CH:4]=1. The yield is 0.930. (7) The reactants are [CH:1]([C:4]1[C:5]([O:17][CH2:18][CH2:19][CH3:20])=[C:6]([CH:14]=[CH:15][CH:16]=1)[CH2:7][N:8]([CH3:13])[C:9](=[O:12])[CH:10]=[CH2:11])([CH3:3])[CH3:2].C(N(C(C)C)CC)(C)C.Br[C:31]1[CH:44]=[N:43][C:34]2[NH:35][C:36](=[O:42])[C:37]([CH3:41])([CH3:40])[NH:38][CH2:39][C:33]=2[CH:32]=1.CC1C=CC=CC=1P(C1C=CC=CC=1C)C1C=CC=CC=1C. The catalyst is C(#N)CC.CN(C=O)C.CC([O-])=O.CC([O-])=O.[Pd+2]. The product is [CH3:40][C:37]1([CH3:41])[C:36](=[O:42])[NH:35][C:34]2[N:43]=[CH:44][C:31](/[CH:11]=[CH:10]/[C:9]([N:8]([CH2:7][C:6]3[CH:14]=[CH:15][CH:16]=[C:4]([CH:1]([CH3:3])[CH3:2])[C:5]=3[O:17][CH2:18][CH2:19][CH3:20])[CH3:13])=[O:12])=[CH:32][C:33]=2[CH2:39][NH:38]1. The yield is 0.310. (8) The reactants are [C:1]1([CH2:7][C:8]([C@H:10]2[CH2:14][CH2:13][CH2:12][O:11]2)=O)[CH:6]=[CH:5][CH:4]=[CH:3][CH:2]=1.[CH2:15]([O:17][C:18]1[CH:19]=[C:20]([CH:23]=[C:24]([N+:27]([O-:29])=[O:28])[C:25]=1[OH:26])[CH:21]=O)[CH3:16].[NH2:30][C:31]([NH2:33])=[O:32]. The catalyst is C(O)C.Cl. The product is [CH2:15]([O:17][C:18]1[CH:19]=[C:20]([CH:21]2[C:7]([C:1]3[CH:6]=[CH:5][CH:4]=[CH:3][CH:2]=3)=[C:8]([C@H:10]3[CH2:14][CH2:13][CH2:12][O:11]3)[NH:33][C:31](=[O:32])[NH:30]2)[CH:23]=[C:24]([N+:27]([O-:29])=[O:28])[C:25]=1[OH:26])[CH3:16]. The yield is 0.0500. (9) The reactants are C([O:8][C:9]1[N:14]=[CH:13][C:12]([C:15]2[N:20]=[C:19]([NH:21][C:22]([CH:24]3[CH2:26][CH2:25]3)=[O:23])[CH:18]=[N:17][C:16]=2[C:27]2[CH:32]=[CH:31][N:30]=[CH:29][CH:28]=2)=[CH:11][CH:10]=1)C1C=CC=CC=1. The catalyst is C(O)C.[Pd]. The product is [OH:8][C:9]1[N:14]=[CH:13][C:12]([C:15]2[N:20]=[C:19]([NH:21][C:22]([CH:24]3[CH2:26][CH2:25]3)=[O:23])[CH:18]=[N:17][C:16]=2[C:27]2[CH:28]=[CH:29][N:30]=[CH:31][CH:32]=2)=[CH:11][CH:10]=1. The yield is 0.270. (10) The reactants are [CH2:1]([N:5]([CH2:26][C:27]1[CH:32]=[CH:31][C:30]([C:33]([F:36])([F:35])[F:34])=[CH:29][CH:28]=1)[C:6](=[O:25])[CH2:7][O:8][C:9]1[CH:14]=[CH:13][C:12]([CH2:15][C@H:16]([O:22][CH2:23][CH3:24])[C:17]([O:19]CC)=[O:18])=[CH:11][CH:10]=1)[CH2:2][CH2:3][CH3:4].[Li+].[OH-]. The catalyst is C(#N)C. The product is [CH2:1]([N:5]([CH2:26][C:27]1[CH:32]=[CH:31][C:30]([C:33]([F:34])([F:35])[F:36])=[CH:29][CH:28]=1)[C:6](=[O:25])[CH2:7][O:8][C:9]1[CH:10]=[CH:11][C:12]([CH2:15][C@H:16]([O:22][CH2:23][CH3:24])[C:17]([OH:19])=[O:18])=[CH:13][CH:14]=1)[CH2:2][CH2:3][CH3:4]. The yield is 0.790.